From a dataset of Full USPTO retrosynthesis dataset with 1.9M reactions from patents (1976-2016). Predict the reactants needed to synthesize the given product. (1) Given the product [CH3:1][O:2][C:3]1[CH:8]=[CH:7][C:6]([CH2:9][NH:10][S:12]([CH3:11])(=[O:14])=[O:13])=[CH:5][CH:4]=1, predict the reactants needed to synthesize it. The reactants are: [CH3:1][O:2][C:3]1[CH:8]=[CH:7][C:6]([CH2:9][NH2:10])=[CH:5][CH:4]=1.[CH3:11][S:12](Cl)(=[O:14])=[O:13]. (2) Given the product [ClH:1].[N:40]1([C:23](=[O:25])[CH2:22][NH:21][C:19](=[O:20])[C:18]2[CH:17]=[CH:16][C:15]([S:12](=[O:14])(=[O:13])[NH:11][C:6]3[CH:7]=[CH:8][CH:9]=[CH:10][C:5]=3[O:4][C:3]3[CH:28]=[CH:29][C:30]([Cl:32])=[CH:31][C:2]=3[Cl:1])=[CH:27][CH:26]=2)[CH2:46][CH2:45][CH2:44][NH:43][CH2:42][CH2:41]1, predict the reactants needed to synthesize it. The reactants are: [Cl:1][C:2]1[CH:31]=[C:30]([Cl:32])[CH:29]=[CH:28][C:3]=1[O:4][C:5]1[CH:10]=[CH:9][CH:8]=[CH:7][C:6]=1[NH:11][S:12]([C:15]1[CH:27]=[CH:26][C:18]([C:19]([NH:21][CH2:22][C:23]([OH:25])=O)=[O:20])=[CH:17][CH:16]=1)(=[O:14])=[O:13].C(OC([N:40]1[CH2:46][CH2:45][CH2:44][NH:43][CH2:42][CH2:41]1)=O)(C)(C)C. (3) Given the product [CH2:11]([N:8]([CH2:9][CH3:10])[C:6](=[O:7])[CH:5]([CH2:13][CH2:14][O:15][CH2:16][CH2:17][O:18][CH2:19][CH2:20][O:21][CH2:22][CH2:23][OH:24])[C:4]([N:3]([CH2:1][CH3:2])[CH2:32][CH3:33])=[O:31])[CH3:12], predict the reactants needed to synthesize it. The reactants are: [CH2:1]([N:3]([CH2:32][CH3:33])[C:4](=[O:31])[CH:5]([CH2:13][CH2:14][O:15][CH2:16][CH2:17][O:18][CH2:19][CH2:20][O:21][CH2:22][CH2:23][O:24]C1CCCCO1)[C:6]([N:8]([CH2:11][CH3:12])[CH2:9][CH3:10])=[O:7])[CH3:2].C([O-])(O)=O.[Na+]. (4) Given the product [C:13]([C:17]1[N:22]=[C:21]([N:23]2[CH2:24][CH2:25][N:26]([CH2:29][CH2:30][CH2:31][CH2:32][NH:33][C:10]([C:2]3[N:1]=[C:5]4[CH:6]=[CH:7][CH:8]=[CH:9][N:4]4[CH:3]=3)=[O:12])[CH2:27][CH2:28]2)[CH:20]=[C:19]([C:34]([CH3:37])([CH3:36])[CH3:35])[N:18]=1)([CH3:16])([CH3:15])[CH3:14], predict the reactants needed to synthesize it. The reactants are: [N:1]1[C:2]([C:10]([OH:12])=O)=[CH:3][N:4]2[CH:9]=[CH:8][CH:7]=[CH:6][C:5]=12.[C:13]([C:17]1[N:22]=[C:21]([N:23]2[CH2:28][CH2:27][N:26]([CH2:29][CH2:30][CH2:31][CH2:32][NH2:33])[CH2:25][CH2:24]2)[CH:20]=[C:19]([C:34]([CH3:37])([CH3:36])[CH3:35])[N:18]=1)([CH3:16])([CH3:15])[CH3:14]. (5) Given the product [CH3:1][N:2]1[CH:6]=[CH:5][N:4]=[C:3]1[S:7]([N:10]1[CH2:14][CH2:13][CH2:12][C@H:11]1[C:15]([OH:17])=[O:16])(=[O:8])=[O:9], predict the reactants needed to synthesize it. The reactants are: [CH3:1][N:2]1[CH:6]=[CH:5][N:4]=[C:3]1[S:7]([N:10]1[CH2:14][CH2:13][CH2:12][C@H:11]1[C:15]([O:17]C)=[O:16])(=[O:9])=[O:8]. (6) Given the product [C:1]([O:5][C:6]([NH:8][C@@H:9]([CH2:14]/[CH:15]=[CH:16]/[C:21](=[O:22])[CH3:17])[C:10]([O:12][CH3:13])=[O:11])=[O:7])([CH3:4])([CH3:3])[CH3:2], predict the reactants needed to synthesize it. The reactants are: [C:1]([O:5][C:6]([NH:8][C@@H:9]([CH2:14][CH:15]=[CH2:16])[C:10]([O:12][CH3:13])=[O:11])=[O:7])([CH3:4])([CH3:3])[CH3:2].[CH2:17]([C:21](C)=[O:22])C=CC. (7) The reactants are: [F:1][C:2]1[CH:10]=[CH:9][C:5]([C:6]([OH:8])=[O:7])=[CH:4][C:3]=1[OH:11].[F:12][C:13]1[C:20]([F:21])=[CH:19][CH:18]=[C:17]([O:22][CH3:23])[C:14]=1[CH2:15]Br.C(=O)([O-])[O-].[K+].[K+].O. Given the product [F:1][C:2]1[CH:10]=[CH:9][C:5]([C:6]([OH:8])=[O:7])=[CH:4][C:3]=1[O:11][CH2:15][C:14]1[C:17]([O:22][CH3:23])=[CH:18][CH:19]=[C:20]([F:21])[C:13]=1[F:12], predict the reactants needed to synthesize it. (8) Given the product [CH2:30]([C:19]([OH:21])([CH2:24][CH3:25])[CH2:18][C:15]1[CH:14]=[CH:13][C:12]([NH:11][C:9](=[O:10])[O:8][CH2:1][C:2]2[CH:3]=[CH:4][CH:5]=[CH:6][CH:7]=2)=[CH:17][CH:16]=1)[CH3:31], predict the reactants needed to synthesize it. The reactants are: [CH2:1]([O:8][C:9]([NH:11][C:12]1[CH:17]=[CH:16][C:15]([CH2:18][C:19]([O:21]CC)=O)=[CH:14][CH:13]=1)=[O:10])[C:2]1[CH:7]=[CH:6][CH:5]=[CH:4][CH:3]=1.[CH2:24]([Mg]Br)[CH3:25].Cl.O1CC[CH2:31][CH2:30]1. (9) Given the product [CH3:8][C:2]([C:9]1[CH:14]=[C:13]([C:15]([CH3:22])([CH3:21])[CH2:16][C:17]([CH3:20])([CH3:19])[CH3:18])[CH:12]=[C:11]([CH:37]=[O:38])[C:10]=1[OH:23])([CH3:1])[CH2:3][C:4]([CH3:5])([CH3:6])[CH3:7], predict the reactants needed to synthesize it. The reactants are: [CH3:1][C:2]([C:9]1[CH:14]=[C:13]([C:15]([CH3:22])([CH3:21])[CH2:16][C:17]([CH3:20])([CH3:19])[CH3:18])[CH:12]=[CH:11][C:10]=1[OH:23])([CH3:8])[CH2:3][C:4]([CH3:7])([CH3:6])[CH3:5].N1C(C)=CC=CC=1C.Cl[Sn](Cl)(Cl)Cl.[CH2:37]=[O:38].Cl.